From a dataset of TCR-epitope binding with 47,182 pairs between 192 epitopes and 23,139 TCRs. Binary Classification. Given a T-cell receptor sequence (or CDR3 region) and an epitope sequence, predict whether binding occurs between them. (1) The epitope is SLFNTVATLY. The TCR CDR3 sequence is CASSQDTGSDYEQYF. Result: 0 (the TCR does not bind to the epitope). (2) The epitope is LPPIVAKEI. The TCR CDR3 sequence is CASRDQGHLYEQYV. Result: 0 (the TCR does not bind to the epitope). (3) The epitope is FIAGLIAIV. The TCR CDR3 sequence is CASSAGQYYGYTF. Result: 1 (the TCR binds to the epitope). (4) The epitope is YLDAYNMMI. The TCR CDR3 sequence is CSVETWTDFTDTQYF. Result: 1 (the TCR binds to the epitope). (5) The epitope is HLVDFQVTI. The TCR CDR3 sequence is CASSIDFTANTEAFF. Result: 0 (the TCR does not bind to the epitope). (6) The epitope is HTDFSSEIIGY. The TCR CDR3 sequence is CAATSGEASGQPQHF. Result: 0 (the TCR does not bind to the epitope). (7) The epitope is FPRPWLHGL. The TCR CDR3 sequence is CASSLYAGPDQPQHF. Result: 1 (the TCR binds to the epitope). (8) The epitope is KLNVGDYFV. The TCR CDR3 sequence is CASSLGTAYNEQFF. Result: 1 (the TCR binds to the epitope). (9) The epitope is EILDITPCSF. The TCR CDR3 sequence is CASSQRGGQQFF. Result: 1 (the TCR binds to the epitope).